This data is from Reaction yield outcomes from USPTO patents with 853,638 reactions. The task is: Predict the reaction yield, written as a fraction of the theoretical maximum amount of product (1.0 means a 100% yield; for example, 0.34 means a 34% yield). (1) The reactants are [OH:1][CH:2]([CH:8]([O:15][C:16]1[CH:21]=[CH:20][CH:19]=[CH:18][C:17]=1[N+:22]([O-])=O)[C:9]1[CH:14]=[CH:13][CH:12]=[CH:11][CH:10]=1)[C:3]([O:5][CH2:6][CH3:7])=[O:4]. The catalyst is C(O)C.[Pd]. The product is [NH2:22][C:17]1[CH:18]=[CH:19][CH:20]=[CH:21][C:16]=1[O:15][CH:8]([C:9]1[CH:14]=[CH:13][CH:12]=[CH:11][CH:10]=1)[CH:2]([OH:1])[C:3]([O:5][CH2:6][CH3:7])=[O:4]. The yield is 0.990. (2) The reactants are [C:1]([O:5][C:6]([NH:8][C@H:9]([CH:21](O)[C:22]1[CH:27]=[C:26]([F:28])[C:25]([F:29])=[CH:24][C:23]=1[F:30])[CH2:10][C:11]([O:13][CH2:14][C:15]1[CH:20]=[CH:19][CH:18]=[CH:17][CH:16]=1)=[O:12])=[O:7])([CH3:4])([CH3:3])[CH3:2].C(O)C. The catalyst is CO. The product is [C:1]([O:5][C:6]([NH:8][C@H:9]([CH2:21][C:22]1[CH:27]=[C:26]([F:28])[C:25]([F:29])=[CH:24][C:23]=1[F:30])[CH2:10][C:11]([O:13][CH2:14][C:15]1[CH:20]=[CH:19][CH:18]=[CH:17][CH:16]=1)=[O:12])=[O:7])([CH3:4])([CH3:2])[CH3:3]. The yield is 0.770. (3) The reactants are [Cl:1][CH2:2][CH2:3][CH2:4][O:5][C:6]1[C:11]([F:12])=[CH:10][C:9]([C:13](=O)[CH3:14])=[CH:8][C:7]=1[F:16].O.[C:18]([OH:22])(=O)[CH:19]=O.O.[NH2:24][NH2:25]. The catalyst is C(O)(=O)C. The product is [Cl:1][CH2:2][CH2:3][CH2:4][O:5][C:6]1[C:11]([F:12])=[CH:10][C:9]([C:13]2[CH:14]=[CH:19][C:18](=[O:22])[NH:24][N:25]=2)=[CH:8][C:7]=1[F:16]. The yield is 0.590. (4) The reactants are [CH3:1][O:2][C:3]1[CH:8]=[CH:7][C:6]([C:9]2([C:12]([OH:14])=[O:13])[CH2:11][CH2:10]2)=[CH:5][CH:4]=1.O.[C:16]1(C)C=CC(S(O)(=O)=O)=CC=1. The catalyst is CO. The product is [CH3:16][O:13][C:12]([C:9]1([C:6]2[CH:5]=[CH:4][C:3]([O:2][CH3:1])=[CH:8][CH:7]=2)[CH2:10][CH2:11]1)=[O:14]. The yield is 0.990. (5) The reactants are [O:1]=[C:2]1[N:7]([CH2:8][CH2:9][CH3:10])[C:6]2[S:11][C:12]3[CH2:17][CH2:16][CH2:15][CH2:14][C:13]=3[C:5]=2[C:4]([C:18]2[CH:23]=[CH:22][C:21]([CH3:24])=[CH:20][CH:19]=2)=[C:3]1[CH:25]([CH2:31][CH2:32][CH3:33])[C:26]([O:28]CC)=[O:27].[OH-].[Na+]. The catalyst is CO.C(O)C. The product is [O:1]=[C:2]1[N:7]([CH2:8][CH2:9][CH3:10])[C:6]2[S:11][C:12]3[CH2:17][CH2:16][CH2:15][CH2:14][C:13]=3[C:5]=2[C:4]([C:18]2[CH:19]=[CH:20][C:21]([CH3:24])=[CH:22][CH:23]=2)=[C:3]1[CH:25]([CH2:31][CH2:32][CH3:33])[C:26]([OH:28])=[O:27]. The yield is 0.227. (6) The reactants are CCN(CC)CC.[CH3:20][C:19]([O:18][C:16](O[C:16]([O:18][C:19]([CH3:22])([CH3:21])[CH3:20])=[O:17])=[O:17])([CH3:22])[CH3:21].[Br:23][C:24]1[C:28]2=[N:29][C:30]([O:35][CH3:36])=[C:31]([O:33][CH3:34])[CH:32]=[C:27]2[NH:26][CH:25]=1. The catalyst is CN(C1C=CN=CC=1)C.CN(C=O)C.CCOC(C)=O. The product is [Br:23][C:24]1[C:28]2=[N:29][C:30]([O:35][CH3:36])=[C:31]([O:33][CH3:34])[CH:32]=[C:27]2[N:26]([C:16]([O:18][C:19]([CH3:20])([CH3:21])[CH3:22])=[O:17])[CH:25]=1. The yield is 1.00. (7) The reactants are [Cl:1][C:2]1[N:7]=[C:6](Cl)[C:5]([F:9])=[CH:4][N:3]=1.[C:10]1([S:16]([N:19]2[C:27]3[C:22](=[CH:23][CH:24]=[CH:25][CH:26]=3)[C:21](B(O)O)=[CH:20]2)(=[O:18])=[O:17])[CH:15]=[CH:14][CH:13]=[CH:12][CH:11]=1.C([O-])([O-])=O.[Cs+].[Cs+].O1CCOCC1.O. The catalyst is CCOC(C)=O.C([O-])(O)=O.[Na+].C1C=CC([P]([Pd]([P](C2C=CC=CC=2)(C2C=CC=CC=2)C2C=CC=CC=2)([P](C2C=CC=CC=2)(C2C=CC=CC=2)C2C=CC=CC=2)[P](C2C=CC=CC=2)(C2C=CC=CC=2)C2C=CC=CC=2)(C2C=CC=CC=2)C2C=CC=CC=2)=CC=1. The product is [Cl:1][C:2]1[N:7]=[C:6]([C:21]2[C:22]3[C:27](=[CH:26][CH:25]=[CH:24][CH:23]=3)[N:19]([S:16]([C:10]3[CH:15]=[CH:14][CH:13]=[CH:12][CH:11]=3)(=[O:18])=[O:17])[CH:20]=2)[C:5]([F:9])=[CH:4][N:3]=1. The yield is 0.520. (8) The product is [F:25][C:26]1[CH:27]=[C:28]([NH:37][C:38]([C@@H:40]2[N:49]([C:4]([C:61]3([C:68]([OH:70])=[O:69])[CH2:62][CH2:63][CH2:64]3)=[O:8])[CH2:48][CH2:47][C:46]3[N:45]=[C:44]([O:50][CH3:51])[CH:43]=[CH:42][C:41]2=3)=[O:39])[CH:29]=[C:30]2[C:34]=1[C:33]([CH3:35])([CH3:36])[CH2:32][CH2:31]2. The catalyst is CN(C=O)C.O.C(#N)C.O. The yield is 0.330. The reactants are CN([C:4]([O:8]N1N=NC2C=CC=NC1=2)=[N+](C)C)C.F[P-](F)(F)(F)(F)F.[F:25][C:26]1[CH:27]=[C:28]([NH:37][C:38]([C@@H:40]2[NH:49][CH2:48][CH2:47][C:46]3[N:45]=[C:44]([O:50][CH3:51])[CH:43]=[CH:42][C:41]2=3)=[O:39])[CH:29]=[C:30]2[C:34]=1[C:33]([CH3:36])([CH3:35])[CH2:32][CH2:31]2.CCN(C(C)C)C(C)C.[C@H:61]1([C:68]([OH:70])=[O:69])[CH2:64][C@@H:63](C(O)=O)[CH2:62]1.